From a dataset of Full USPTO retrosynthesis dataset with 1.9M reactions from patents (1976-2016). Predict the reactants needed to synthesize the given product. (1) Given the product [C:1]1([C:7]2[CH:12]=[CH:11][CH:10]=[C:9]([C:13]3[O:28][C:18]([C:19]4[CH:27]=[CH:26][C:22]([C:23]5[O:24][C:13]([C:9]6[N:8]=[C:7]([C:1]7[CH:2]=[CH:3][CH:4]=[CH:5][CH:6]=7)[CH:12]=[CH:11][CH:10]=6)=[N:14][N:15]=5)=[CH:21][CH:20]=4)=[N:15][N:14]=3)[N:8]=2)[CH:2]=[CH:3][CH:4]=[CH:5][CH:6]=1, predict the reactants needed to synthesize it. The reactants are: [C:1]1([C:7]2[CH:12]=[CH:11][CH:10]=[C:9]([C:13]3[N:14]=[N:15]NN=3)[N:8]=2)[CH:6]=[CH:5][CH:4]=[CH:3][CH:2]=1.[C:18](Cl)(=[O:28])[C:19]1[CH:27]=[CH:26][C:22]([C:23](Cl)=[O:24])=[CH:21][CH:20]=1.O.[OH-].[Na+]. (2) The reactants are: [CH2:1]([O:8][C:9]([N:11]1[CH2:16][CH2:15][CH:14]([C:17]([OH:19])=O)[CH2:13][CH2:12]1)=[O:10])[C:2]1[CH:7]=[CH:6][CH:5]=[CH:4][CH:3]=1.Cl.[CH3:21][NH:22][O:23][CH3:24].Cl.C(N=C=NCCCN(C)C)C.C(N(CC)C(C)C)(C)C. Given the product [CH3:24][O:23][N:22]([CH3:21])[C:17]([CH:14]1[CH2:13][CH2:12][N:11]([C:9]([O:8][CH2:1][C:2]2[CH:3]=[CH:4][CH:5]=[CH:6][CH:7]=2)=[O:10])[CH2:16][CH2:15]1)=[O:19], predict the reactants needed to synthesize it. (3) Given the product [ClH:1].[N:2]12[CH2:7][CH2:6][CH:5]([CH2:8][CH2:9]1)[C@@H:4]([NH:10][C:11]([C:13]1[S:14][C:15]3[C:21]([C:22]4[CH:30]=[CH:29][CH:28]=[C:24]([C:25]([N:31]5[CH2:35][CH:34]=[CH:33][CH2:32]5)=[O:27])[CH:23]=4)=[CH:20][CH:19]=[CH:18][C:16]=3[CH:17]=1)=[O:12])[CH2:3]2, predict the reactants needed to synthesize it. The reactants are: [ClH:1].[N:2]12[CH2:9][CH2:8][CH:5]([CH2:6][CH2:7]1)[C@@H:4]([NH:10][C:11]([C:13]1[S:14][C:15]3[C:21]([C:22]4[CH:23]=[C:24]([CH:28]=[CH:29][CH:30]=4)[C:25]([OH:27])=O)=[CH:20][CH:19]=[CH:18][C:16]=3[CH:17]=1)=[O:12])[CH2:3]2.[NH:31]1[CH2:35][CH:34]=[CH:33][CH2:32]1. (4) Given the product [CH:1]([C:4]1[CH:9]=[CH:8][C:7]([CH:10]2[C:14]3[C:15]([CH3:22])=[C:16]([O:21][CH2:31][C:30]4[CH:33]=[CH:34][C:27]([O:26][CH3:25])=[CH:28][CH:29]=4)[C:17]([CH3:20])=[C:18]([CH3:19])[C:13]=3[O:12][C:11]2([CH3:24])[CH3:23])=[CH:6][CH:5]=1)([CH3:3])[CH3:2], predict the reactants needed to synthesize it. The reactants are: [CH:1]([C:4]1[CH:9]=[CH:8][C:7]([CH:10]2[C:14]3[C:15]([CH3:22])=[C:16]([OH:21])[C:17]([CH3:20])=[C:18]([CH3:19])[C:13]=3[O:12][C:11]2([CH3:24])[CH3:23])=[CH:6][CH:5]=1)([CH3:3])[CH3:2].[CH3:25][O:26][C:27]1[CH:34]=[CH:33][C:30]([CH2:31]Cl)=[CH:29][CH:28]=1.